From a dataset of NCI-60 drug combinations with 297,098 pairs across 59 cell lines. Regression. Given two drug SMILES strings and cell line genomic features, predict the synergy score measuring deviation from expected non-interaction effect. Drug 1: CN(C)N=NC1=C(NC=N1)C(=O)N. Synergy scores: CSS=29.0, Synergy_ZIP=1.10, Synergy_Bliss=-0.804, Synergy_Loewe=-14.3, Synergy_HSA=0.642. Drug 2: CC1CCC2CC(C(=CC=CC=CC(CC(C(=O)C(C(C(=CC(C(=O)CC(OC(=O)C3CCCCN3C(=O)C(=O)C1(O2)O)C(C)CC4CCC(C(C4)OC)O)C)C)O)OC)C)C)C)OC. Cell line: RPMI-8226.